Dataset: Forward reaction prediction with 1.9M reactions from USPTO patents (1976-2016). Task: Predict the product of the given reaction. (1) Given the reactants [C-:1]1([CH:6]=O)[CH:5]=[CH:4][CH:3]=[CH:2]1.[CH-:8]1[CH:12]=[CH:11][CH:10]=[CH:9]1.[Fe+2:13].C(O)(=O)[CH2:15][C:16]([OH:18])=[O:17].N1CCCCC1.Cl, predict the reaction product. The product is: [C-:1]1([CH:6]=[CH:15][C:16]([OH:18])=[O:17])[CH:2]=[CH:3][CH:4]=[CH:5]1.[CH-:8]1[CH:12]=[CH:11][CH:10]=[CH:9]1.[Fe+2:13]. (2) Given the reactants Br[C:2]1[CH:3]=[C:4]2[N:10]=[C:9]([C:11]3[CH:16]=[CH:15][CH:14]=[CH:13][C:12]=3[S:17][CH2:18][CH3:19])[N:8]([CH3:20])[C:5]2=[N:6][CH:7]=1.O1CCOCC1.[F:27][C:28]1[CH:33]=[CH:32][CH:31]=[CH:30][C:29]=1B(O)O.P([O-])([O-])([O-])=O.[K+].[K+].[K+], predict the reaction product. The product is: [CH2:18]([S:17][C:12]1[CH:13]=[CH:14][CH:15]=[CH:16][C:11]=1[C:9]1[N:8]([CH3:20])[C:5]2=[N:6][CH:7]=[C:2]([C:29]3[CH:30]=[CH:31][CH:32]=[CH:33][C:28]=3[F:27])[CH:3]=[C:4]2[N:10]=1)[CH3:19]. (3) Given the reactants [CH3:1][S:2]([OH:5])(=[O:4])=[O:3].[F:6][C:7]1[CH:27]=[CH:26][CH:25]=[CH:24][C:8]=1[CH2:9][O:10][C:11]1[CH:23]=[CH:22][C:14]([CH2:15][NH:16][C@@H:17]([CH3:21])[C:18]([NH2:20])=[O:19])=[CH:13][CH:12]=1.O.CC(O)C, predict the reaction product. The product is: [CH3:1][S:2]([OH:5])(=[O:4])=[O:3].[F:6][C:7]1[CH:27]=[CH:26][CH:25]=[CH:24][C:8]=1[CH2:9][O:10][C:11]1[CH:12]=[CH:13][C:14]([CH2:15][NH:16][CH:17]([CH3:21])[C:18]([NH2:20])=[O:19])=[CH:22][CH:23]=1. (4) Given the reactants [C:1]([O:6][CH2:7][CH2:8][O:9][C:10](=[O:23])[C:11]1[CH:16]=[CH:15][C:14]([O:17]C(OCC)=O)=[CH:13][CH:12]=1)(=[O:5])[C:2]([CH3:4])=[CH2:3].N1C=CC=CC=1.N.Cl, predict the reaction product. The product is: [OH:17][C:14]1[CH:13]=[CH:12][C:11]([C:10]([O:9][CH2:8][CH2:7][O:6][C:1](=[O:5])[C:2]([CH3:4])=[CH2:3])=[O:23])=[CH:16][CH:15]=1. (5) Given the reactants [NH2:1][C:2]1[N:10]=[C:9]2[C:5]([N:6]=[CH:7][N:8]2[C@@H:11]2[O:15][C@H:14]([CH2:16][OH:17])[C@@H:13]([OH:18])[C@:12]2([F:20])[CH3:19])=[C:4]([O:21][CH2:22][CH3:23])[N:3]=1.C([Mg]Cl)(C)(C)C.[Cl:30][C:31]1[CH:60]=[CH:59][C:34]([O:35][P:36]([NH:50][C@@H:51]([CH3:58])[C:52]([O:54][CH:55]([CH3:57])[CH3:56])=[O:53])(OC2C(F)=C(F)C(F)=C(F)C=2F)=[O:37])=[CH:33][CH:32]=1.O, predict the reaction product. The product is: [NH2:1][C:2]1[N:10]=[C:9]2[C:5]([N:6]=[CH:7][N:8]2[C@@H:11]2[O:15][C@@H:14]([CH2:16][O:17][P:36]([NH:50][C@@H:51]([CH3:58])[C:52]([O:54][CH:55]([CH3:57])[CH3:56])=[O:53])([O:35][C:34]3[CH:33]=[CH:32][C:31]([Cl:30])=[CH:60][CH:59]=3)=[O:37])[C@@H:13]([OH:18])[C@:12]2([F:20])[CH3:19])=[C:4]([O:21][CH2:22][CH3:23])[N:3]=1. (6) The product is: [CH2:1]([C:3]1[S:4][C:5]([C:15]2[CH:20]=[CH:19][N:18]=[C:17]([NH:21][C:28]([CH:22]3[CH2:27][CH2:26][CH2:25][CH2:24][CH2:23]3)=[O:29])[CH:16]=2)=[C:6]([C:8]2[CH:13]=[CH:12][CH:11]=[C:10]([CH3:14])[CH:9]=2)[N:7]=1)[CH3:2]. Given the reactants [CH2:1]([C:3]1[S:4][C:5]([C:15]2[CH:20]=[CH:19][N:18]=[C:17]([NH2:21])[CH:16]=2)=[C:6]([C:8]2[CH:13]=[CH:12][CH:11]=[C:10]([CH3:14])[CH:9]=2)[N:7]=1)[CH3:2].[CH:22]1([C:28](Cl)=[O:29])[CH2:27][CH2:26][CH2:25][CH2:24][CH2:23]1.C(N(CC)CC)C.C(=O)([O-])O.[Na+], predict the reaction product.